Dataset: Reaction yield outcomes from USPTO patents with 853,638 reactions. Task: Predict the reaction yield, written as a fraction of the theoretical maximum amount of product (1.0 means a 100% yield; for example, 0.34 means a 34% yield). (1) The reactants are FC(F)(F)C(O)=O.[CH2:8]([C:10]([C:35]1[CH:40]=[CH:39][C:38]([O:41][S:42]([C:45]([F:48])([F:47])[F:46])(=[O:44])=[O:43])=[C:37]([CH3:49])[CH:36]=1)([C:13]1[CH:18]=[CH:17][C:16](/[CH:19]=[CH:20]/[C:21]([O:30]COC)([C:26]([F:29])([F:28])[F:27])[C:22]([F:25])([F:24])[F:23])=[C:15]([CH3:34])[CH:14]=1)[CH2:11][CH3:12])[CH3:9]. The catalyst is ClCCl. The product is [CH2:8]([C:10]([C:35]1[CH:40]=[CH:39][C:38]([O:41][S:42]([C:45]([F:46])([F:47])[F:48])(=[O:44])=[O:43])=[C:37]([CH3:49])[CH:36]=1)([C:13]1[CH:18]=[CH:17][C:16](/[CH:19]=[CH:20]/[C:21]([OH:30])([C:26]([F:27])([F:28])[F:29])[C:22]([F:23])([F:24])[F:25])=[C:15]([CH3:34])[CH:14]=1)[CH2:11][CH3:12])[CH3:9]. The yield is 0.990. (2) The reactants are [O:1]1[C:5]2[CH:6]=[CH:7][CH:8]=[CH:9][C:4]=2[CH:3]=[C:2]1[CH:10]=O.CN.CC(O)=O.[BH3-][C:19]#[N:20].[Na+]. The catalyst is CO. The product is [CH3:19][NH:20][CH2:10][C:2]1[O:1][C:5]2[CH:6]=[CH:7][CH:8]=[CH:9][C:4]=2[CH:3]=1. The yield is 0.500.